This data is from Reaction yield outcomes from USPTO patents with 853,638 reactions. The task is: Predict the reaction yield, written as a fraction of the theoretical maximum amount of product (1.0 means a 100% yield; for example, 0.34 means a 34% yield). (1) No catalyst specified. The yield is 0.780. The reactants are [Br:1][C:2]1[CH:10]=[C:9]2[C:5]([CH2:6][C:7]3([CH2:16][CH2:15][CH:14]([OH:17])[CH2:13][CH2:12]3)[C:8]2=[O:11])=[CH:4][CH:3]=1.[Si:18](Cl)([C:31]([CH3:34])([CH3:33])[CH3:32])([C:25]1[CH:30]=[CH:29][CH:28]=[CH:27][CH:26]=1)[C:19]1[CH:24]=[CH:23][CH:22]=[CH:21][CH:20]=1.N1C=CN=C1. The product is [Br:1][C:2]1[CH:10]=[C:9]2[C:5]([CH2:6][C:7]3([CH2:16][CH2:15][CH:14]([O:17][Si:18]([C:31]([CH3:34])([CH3:33])[CH3:32])([C:25]4[CH:26]=[CH:27][CH:28]=[CH:29][CH:30]=4)[C:19]4[CH:24]=[CH:23][CH:22]=[CH:21][CH:20]=4)[CH2:13][CH2:12]3)[C:8]2=[O:11])=[CH:4][CH:3]=1. (2) The reactants are [C:1]([O:5][C:6]([NH:8][C:9]1[C:10]([CH3:21])=[N:11][C:12]([O:16][CH2:17][C:18]([OH:20])=O)=[N:13][C:14]=1[CH3:15])=[O:7])([CH3:4])([CH3:3])[CH3:2].[CH:22]1([CH2:25][N:26]2[CH2:31][CH2:30][CH:29]([NH:32][CH3:33])[CH2:28][CH2:27]2)[CH2:24][CH2:23]1.C(N(CC)CC)C. The catalyst is C(#N)C. The product is [CH:22]1([CH2:25][N:26]2[CH2:31][CH2:30][CH:29]([N:32]([CH3:33])[C:18](=[O:20])[CH2:17][O:16][C:12]3[N:13]=[C:14]([CH3:15])[C:9]([NH:8][C:6](=[O:7])[O:5][C:1]([CH3:2])([CH3:3])[CH3:4])=[C:10]([CH3:21])[N:11]=3)[CH2:28][CH2:27]2)[CH2:23][CH2:24]1. The yield is 0.520. (3) The reactants are [H-].[Na+].[CH2:3]([O:10][CH2:11][CH2:12][O:13][CH2:14][CH2:15][O:16][CH2:17][CH2:18][O:19][CH2:20][CH2:21][O:22][CH2:23][CH2:24][O:25][CH2:26][CH2:27][OH:28])[C:4]1[CH:9]=[CH:8][CH:7]=[CH:6][CH:5]=1.CS(O[CH2:34][CH2:35][CH2:36][CH2:37][CH2:38][C:39]([O:41][CH2:42][CH3:43])=[O:40])(=O)=O. The catalyst is C1(C)C=CC=CC=1. The product is [CH2:42]([O:41][C:39](=[O:40])[CH2:38][CH2:37][CH2:36][CH2:35][CH2:34][O:28][CH2:27][CH2:26][O:25][CH2:24][CH2:23][O:22][CH2:21][CH2:20][O:19][CH2:18][CH2:17][O:16][CH2:15][CH2:14][O:13][CH2:12][CH2:11][O:10][CH2:3][C:4]1[CH:5]=[CH:6][CH:7]=[CH:8][CH:9]=1)[CH3:43]. The yield is 0.440. (4) The reactants are Cl[C:2]([F:7])([F:6])C([O-])=O.[Na+].C(=O)([O-])[O-].[Cs+].[Cs+].[Br:15][C:16]1[CH:17]=[CH:18][C:19]([OH:24])=[C:20]([CH:23]=1)[C:21]#[N:22]. The catalyst is CN(C=O)C.O. The product is [Br:15][C:16]1[CH:17]=[CH:18][C:19]([O:24][CH:2]([F:6])[F:7])=[C:20]([CH:23]=1)[C:21]#[N:22]. The yield is 0.610.